From a dataset of Forward reaction prediction with 1.9M reactions from USPTO patents (1976-2016). Predict the product of the given reaction. Given the reactants Br[C:2]1[S:3][CH:4]=[CH:5][N:6]=1.[CH2:7]([NH:9][CH2:10][CH2:11][NH2:12])[CH3:8].O, predict the reaction product. The product is: [CH2:7]([N:9]([C:2]1[S:3][CH:4]=[CH:5][N:6]=1)[CH2:10][CH2:11][NH2:12])[CH3:8].